The task is: Predict the reactants needed to synthesize the given product.. This data is from Full USPTO retrosynthesis dataset with 1.9M reactions from patents (1976-2016). (1) Given the product [C:1]([C:3]1[CH:8]=[CH:7][C:6]([S:9]([N:12]([C:13]2[N:14]=[CH:15][C:16]3[C:21]([C:22]=2[CH:23]2[CH2:24][CH2:25]2)=[CH:20][CH:19]=[CH:18][CH:17]=3)[CH2:33][C:32]2[CH:35]=[CH:36][C:29]([O:28][C:27]([F:26])([F:37])[F:38])=[CH:30][CH:31]=2)(=[O:11])=[O:10])=[CH:5][CH:4]=1)#[N:2], predict the reactants needed to synthesize it. The reactants are: [C:1]([C:3]1[CH:8]=[CH:7][C:6]([S:9]([NH:12][C:13]2[N:14]=[CH:15][C:16]3[C:21]([C:22]=2[CH:23]2[CH2:25][CH2:24]2)=[CH:20][CH:19]=[CH:18][CH:17]=3)(=[O:11])=[O:10])=[CH:5][CH:4]=1)#[N:2].[F:26][C:27]([F:38])([F:37])[O:28][C:29]1[CH:36]=[CH:35][C:32]([CH2:33]Br)=[CH:31][CH:30]=1.C(=O)([O-])[O-].[K+].[K+].C(OCC)(=O)C. (2) Given the product [NH2:1][C:4]1[CH:9]=[CH:8][C:7]([N:10]2[CH2:15][CH2:14][CH2:13][C@@H:12]([OH:16])[CH2:11]2)=[CH:6][CH:5]=1, predict the reactants needed to synthesize it. The reactants are: [N+:1]([C:4]1[CH:9]=[CH:8][C:7]([N:10]2[CH2:15][CH2:14][CH2:13][C@@H:12]([OH:16])[CH2:11]2)=[CH:6][CH:5]=1)([O-])=O. (3) The reactants are: C[N:2](C)[CH:3]=[C:4]([C:10]1[CH:15]=[CH:14][CH:13]=[CH:12][CH:11]=1)[C:5](=O)[CH2:6][CH2:7][CH3:8].O.[NH2:18]N. Given the product [C:10]1([C:4]2[CH:3]=[N:2][NH:18][C:5]=2[CH2:6][CH2:7][CH3:8])[CH:15]=[CH:14][CH:13]=[CH:12][CH:11]=1, predict the reactants needed to synthesize it. (4) Given the product [C:27]1([CH3:37])[CH:32]=[CH:31][C:30]([S:33]([O:13][CH2:14][P:1](=[O:8])([O:5][CH2:6][CH3:7])[O:2][CH2:3][CH3:4])(=[O:35])=[O:34])=[CH:29][CH:28]=1, predict the reactants needed to synthesize it. The reactants are: [P:1]([O-:8])([O:5][CH2:6][CH3:7])[O:2][CH2:3][CH3:4].C=O.P([O-])(OCC)([O:13][CH2:14]C)=O.C1(C)C=CC=CC=1.[C:27]1([CH3:37])[CH:32]=[CH:31][C:30]([S:33](Cl)(=[O:35])=[O:34])=[CH:29][CH:28]=1. (5) Given the product [CH:23]1[C:32]2[C:27](=[CH:28][CH:29]=[CH:30][CH:31]=2)[CH:26]=[CH:25][C:24]=1[CH2:33][N:34]1[CH2:39][CH2:38][N:37]([C:13]([CH:10]2[CH2:11][CH2:12][N:7]([C:4]3[CH:5]=[CH:6][N:1]=[CH:2][CH:3]=3)[CH2:8][CH2:9]2)=[O:14])[CH2:36][C:35]1=[O:40], predict the reactants needed to synthesize it. The reactants are: [N:1]1[CH:6]=[CH:5][C:4]([N:7]2[CH2:12][CH2:11][CH:10]([C:13](Cl)=[O:14])[CH2:9][CH2:8]2)=[CH:3][CH:2]=1.FC(F)(F)C(O)=O.[CH:23]1[C:32]2[C:27](=[CH:28][CH:29]=[CH:30][CH:31]=2)[CH:26]=[CH:25][C:24]=1[CH2:33][N:34]1[CH2:39][CH2:38][NH:37][CH2:36][C:35]1=[O:40]. (6) Given the product [CH3:53][N:54]([CH3:64])[CH:55]1[CH2:60][CH2:59][CH:58]([NH:61][C:33]([C:30]2[CH:31]=[CH:32][C:27]([C:24]3[CH:23]=[CH:22][C:21]([CH2:20][C@H:19]([NH:18][C:16]([C@H:13]4[CH2:14][CH2:15][C@H:10]([CH2:9][NH:8][C:6](=[O:7])[O:5][C:1]([CH3:2])([CH3:3])[CH3:4])[CH2:11][CH2:12]4)=[O:17])[C:37](=[O:50])[NH:38][C:39]4[CH:44]=[CH:43][C:42]([C:45]5[NH:49][N:48]=[N:47][N:46]=5)=[CH:41][CH:40]=4)=[CH:26][CH:25]=3)=[C:28]([CH3:36])[CH:29]=2)=[O:34])[C:57]([CH3:62])([CH3:63])[CH2:56]1, predict the reactants needed to synthesize it. The reactants are: [C:1]([O:5][C:6]([NH:8][CH2:9][C@H:10]1[CH2:15][CH2:14][C@H:13]([C:16]([NH:18][C@H:19]([C:37](=[O:50])[NH:38][C:39]2[CH:44]=[CH:43][C:42]([C:45]3[NH:49][N:48]=[N:47][N:46]=3)=[CH:41][CH:40]=2)[CH2:20][C:21]2[CH:26]=[CH:25][C:24]([C:27]3[CH:32]=[CH:31][C:30]([C:33](O)=[O:34])=[CH:29][C:28]=3[CH3:36])=[CH:23][CH:22]=2)=[O:17])[CH2:12][CH2:11]1)=[O:7])([CH3:4])([CH3:3])[CH3:2].Cl.Cl.[CH3:53][N:54]([CH3:64])[CH:55]1[CH2:60][CH2:59][CH:58]([NH2:61])[C:57]([CH3:63])([CH3:62])[CH2:56]1.C(NC(C)C)(C)C.CN(C(ON1N=NC2C=CC=NC1=2)=[N+](C)C)C.F[P-](F)(F)(F)(F)F. (7) Given the product [C:1]([O:5][C:6](=[O:18])[CH2:7][N:8]1[C:16]2[C:11](=[CH:12][CH:13]=[C:14]([O:17][CH2:26][CH2:25][C:24]3[S:23][C:22]([C:28]4[CH:33]=[CH:32][CH:31]=[CH:30][CH:29]=4)=[N:21][C:20]=3[CH3:19])[CH:15]=2)[CH:10]=[CH:9]1)([CH3:4])([CH3:2])[CH3:3], predict the reactants needed to synthesize it. The reactants are: [C:1]([O:5][C:6](=[O:18])[CH2:7][N:8]1[C:16]2[C:11](=[CH:12][CH:13]=[C:14]([OH:17])[CH:15]=2)[CH:10]=[CH:9]1)([CH3:4])([CH3:3])[CH3:2].[CH3:19][C:20]1[N:21]=[C:22]([C:28]2[CH:33]=[CH:32][CH:31]=[CH:30][CH:29]=2)[S:23][C:24]=1[CH2:25][CH2:26]O.C1(P(C2C=CC=CC=2)C2C=CC=CC=2)C=CC=CC=1.N(C(OC(C)(C)C)=O)=NC(OC(C)(C)C)=O.